This data is from Reaction yield outcomes from USPTO patents with 853,638 reactions. The task is: Predict the reaction yield, written as a fraction of the theoretical maximum amount of product (1.0 means a 100% yield; for example, 0.34 means a 34% yield). (1) The yield is 0.720. The product is [Si:15]([O:14][CH2:13][C:12]([C:10]1[CH:11]=[C:7]([NH:6][C:5]([NH:80][C@@H:73]2[C:74]3[C:79](=[CH:78][CH:77]=[CH:76][CH:75]=3)[C@H:70]([O:69][C:66]3[CH:67]=[CH:68][C:63]4[N:64]([C:60]([N:55]5[CH2:56][CH2:57][CH2:58][CH2:59][C@@H:54]5[CH3:53])=[N:61][N:62]=4)[CH:65]=3)[CH2:71][CH2:72]2)=[O:50])[N:8]([C:34]2[CH:39]=[CH:38][CH:37]=[C:36]([O:40][CH2:41][CH2:42][O:43][CH:44]3[CH2:49][CH2:48][CH2:47][CH2:46][O:45]3)[CH:35]=2)[N:9]=1)([CH3:33])[CH3:32])([C:28]([CH3:29])([CH3:31])[CH3:30])([C:22]1[CH:23]=[CH:24][CH:25]=[CH:26][CH:27]=1)[C:16]1[CH:17]=[CH:18][CH:19]=[CH:20][CH:21]=1. The reactants are ClC(Cl)(Cl)CO[C:5](=[O:50])[NH:6][C:7]1[N:8]([C:34]2[CH:39]=[CH:38][CH:37]=[C:36]([O:40][CH2:41][CH2:42][O:43][CH:44]3[CH2:49][CH2:48][CH2:47][CH2:46][O:45]3)[CH:35]=2)[N:9]=[C:10]([C:12]([CH3:33])([CH3:32])[CH2:13][O:14][Si:15]([C:28]([CH3:31])([CH3:30])[CH3:29])([C:22]2[CH:27]=[CH:26][CH:25]=[CH:24][CH:23]=2)[C:16]2[CH:21]=[CH:20][CH:19]=[CH:18][CH:17]=2)[CH:11]=1.[CH3:53][C@H:54]1[CH2:59][CH2:58][CH2:57][CH2:56][N:55]1[C:60]1[N:64]2[CH:65]=[C:66]([O:69][C@H:70]3[C:79]4[C:74](=[CH:75][CH:76]=[CH:77][CH:78]=4)[C@@H:73]([NH2:80])[CH2:72][CH2:71]3)[CH:67]=[CH:68][C:63]2=[N:62][N:61]=1.CCN(C(C)C)C(C)C. The catalyst is O1CCOCC1. (2) The reactants are [C:1]([O:5][C:6](=[O:25])[CH2:7][O:8][C:9]1[CH:24]=[CH:23][CH:22]=[CH:21][C:10]=1[C:11]([O:13]CC1C=CC=CC=1)=[O:12])([CH3:4])([CH3:3])[CH3:2]. The catalyst is [Pd].C1COCC1. The product is [C:1]([O:5][C:6](=[O:25])[CH2:7][O:8][C:9]1[CH:24]=[CH:23][CH:22]=[CH:21][C:10]=1[C:11]([OH:13])=[O:12])([CH3:4])([CH3:2])[CH3:3]. The yield is 0.990.